Dataset: Forward reaction prediction with 1.9M reactions from USPTO patents (1976-2016). Task: Predict the product of the given reaction. (1) Given the reactants F[C:2]1[CH:9]=[CH:8][C:7]([CH3:10])=[CH:6][C:3]=1[C:4]#[N:5].ClC1C=[CH:14][C:15]([S:20]CC)=C(C=1)C#N, predict the reaction product. The product is: [CH2:15]([S:20][C:2]1[CH:9]=[CH:8][C:7]([CH3:10])=[CH:6][C:3]=1[C:4]#[N:5])[CH3:14]. (2) Given the reactants Br[CH2:2][C:3]1[CH:4]=[CH:5][C:6]([C:9]2[CH:14]=[CH:13][CH:12]=[CH:11][CH:10]=2)=[N:7][CH:8]=1.[N:15]1[CH:20]=[CH:19][C:18](B(O)O)=[CH:17][CH:16]=1, predict the reaction product. The product is: [C:9]1([C:6]2[CH:5]=[CH:4][C:3]([CH2:2][C:18]3[CH:19]=[CH:20][N:15]=[CH:16][CH:17]=3)=[CH:8][N:7]=2)[CH:14]=[CH:13][CH:12]=[CH:11][CH:10]=1. (3) The product is: [CH2:28]([C:16]1[C:10]2[N:11]=[C:12]([C:14]#[N:15])[N:13]=[C:8]([C:4]3[CH:5]=[N:6][CH:7]=[C:2]([Cl:1])[CH:3]=3)[C:9]=2[N:18]([CH2:19][C@H:20]2[CH2:25][CH2:24][C@H:23]([CH3:26])[CH2:22][CH2:21]2)[CH:17]=1)[C:29]1[CH:34]=[CH:33][CH:32]=[CH:31][CH:30]=1. Given the reactants [Cl:1][C:2]1[CH:3]=[C:4]([C:8]2[C:9]3[N:18]([CH2:19][C@H:20]4[CH2:25][CH2:24][C@H:23]([CH3:26])[CH2:22][CH2:21]4)[CH:17]=[C:16](I)[C:10]=3[N:11]=[C:12]([C:14]#[N:15])[N:13]=2)[CH:5]=[N:6][CH:7]=1.[CH2:28](B1OC(C)(C)C(C)(C)O1)[C:29]1[CH:34]=[CH:33][CH:32]=[CH:31][CH:30]=1.C([O-])([O-])=O.[Na+].[Na+].O1CCOCC1, predict the reaction product.